Dataset: HIV replication inhibition screening data with 41,000+ compounds from the AIDS Antiviral Screen. Task: Binary Classification. Given a drug SMILES string, predict its activity (active/inactive) in a high-throughput screening assay against a specified biological target. (1) The compound is COC(=O)C1=CN(C2CCCCC2)C2(c3ccccc3)c3ccccc3C(=O)OC(=O)C12. The result is 0 (inactive). (2) The compound is C=CCSCC1Nc2cc(Cl)c(S(N)(=O)=O)cc2S(=O)(=O)N1C. The result is 0 (inactive).